From a dataset of Full USPTO retrosynthesis dataset with 1.9M reactions from patents (1976-2016). Predict the reactants needed to synthesize the given product. (1) Given the product [CH3:14][O:23][C:22](=[C:24]1[C:8](=[O:11])[C:4]([CH3:3])=[CH:5][C:1]1=[O:7])[CH3:21], predict the reactants needed to synthesize it. The reactants are: [C:1]1(=[O:7])[CH2:5][CH:4]=[CH:3]C1=O.[C:8]([O-:11])([O-])=O.[K+].[K+].[CH3:14]OS(OC)(=O)=O.[CH3:21][C:22]([CH3:24])=[O:23]. (2) Given the product [F:17][C:14]1[CH:15]=[CH:16][C:11]([C:9]2[CH:10]=[C:6]([CH2:4][OH:3])[N:7]([CH3:22])[N:8]=2)=[CH:12][C:13]=1[C:18]([F:20])([F:19])[F:21], predict the reactants needed to synthesize it. The reactants are: C([O:3][C:4]([C:6]1[N:7]([CH3:22])[N:8]=[C:9]([C:11]2[CH:16]=[CH:15][C:14]([F:17])=[C:13]([C:18]([F:21])([F:20])[F:19])[CH:12]=2)[CH:10]=1)=O)C.[H-].[Al+3].[Li+].[H-].[H-].[H-]. (3) Given the product [CH3:5][O:4][C:2](=[O:3])[N:15]([C@H:13]([C:10]1[CH:9]=[CH:8][C:7]([Br:6])=[CH:12][CH:11]=1)[CH3:14])[CH2:16][CH2:17][C:18]1([OH:28])[CH2:27][CH2:26][CH2:25][C:20]2([O:21][CH2:22][CH2:23][O:24]2)[CH2:19]1, predict the reactants needed to synthesize it. The reactants are: Cl[C:2]([O:4][CH3:5])=[O:3].[Br:6][C:7]1[CH:12]=[CH:11][C:10]([C@@H:13]([NH:15][CH2:16][CH2:17][C:18]2([OH:28])[CH2:27][CH2:26][CH2:25][C:20]3([O:24][CH2:23][CH2:22][O:21]3)[CH2:19]2)[CH3:14])=[CH:9][CH:8]=1.C(N(CC)CC)C.N1C=CC=CC=1. (4) Given the product [C:1]([N:4]1[CH2:10][C@H:9]([NH:11][C:22](=[O:23])[CH:21]([CH3:20])[C:25]([NH:27][CH2:28][C:29]([F:34])([F:35])[C:30]([F:31])([F:32])[F:33])=[O:26])[C:8](=[O:12])[N:7]([CH:13]([CH3:15])[CH3:14])[C:6]2[CH:16]=[CH:17][CH:18]=[CH:19][C:5]1=2)(=[O:3])[CH3:2], predict the reactants needed to synthesize it. The reactants are: [C:1]([N:4]1[CH2:10][C@H:9]([NH2:11])[C:8](=[O:12])[N:7]([CH:13]([CH3:15])[CH3:14])[C:6]2[CH:16]=[CH:17][CH:18]=[CH:19][C:5]1=2)(=[O:3])[CH3:2].[CH3:20][CH:21]([C:25]([NH:27][CH2:28][C:29]([F:35])([F:34])[C:30]([F:33])([F:32])[F:31])=[O:26])[C:22](O)=[O:23].